From a dataset of Tyrosyl-DNA phosphodiesterase HTS with 341,365 compounds. Binary Classification. Given a drug SMILES string, predict its activity (active/inactive) in a high-throughput screening assay against a specified biological target. The drug is Clc1c(C(N2CCN(C3CCCC3)CC2)c2n(nnn2)Cc2ccc(OC)cc2)cccc1. The result is 0 (inactive).